This data is from Reaction yield outcomes from USPTO patents with 853,638 reactions. The task is: Predict the reaction yield, written as a fraction of the theoretical maximum amount of product (1.0 means a 100% yield; for example, 0.34 means a 34% yield). The reactants are [Br:1][C:2]1[CH:3]=[CH:4][C:5]([CH2:8][C:9]#[N:10])=[N:6][CH:7]=1.Br[CH2:12][CH2:13]Br. No catalyst specified. The product is [Br:1][C:2]1[CH:3]=[CH:4][C:5]([C:8]2([C:9]#[N:10])[CH2:13][CH2:12]2)=[N:6][CH:7]=1. The yield is 0.880.